Predict the reactants needed to synthesize the given product. From a dataset of Full USPTO retrosynthesis dataset with 1.9M reactions from patents (1976-2016). (1) Given the product [C:20]([C:22]1[CH:23]=[C:24]([CH:27]=[CH:28][CH:29]=1)[CH2:25][O:1][C:2]1[CH:8]=[CH:7][CH:6]=[CH:5][C:3]=1[NH:4][C:9](=[O:18])[C:10]1[CH:15]=[CH:14][C:13]([O:16][CH3:17])=[CH:12][CH:11]=1)#[N:21], predict the reactants needed to synthesize it. The reactants are: [OH:1][C:2]1[CH:8]=[CH:7][CH:6]=[CH:5][C:3]=1[NH2:4].[C:9](Cl)(=[O:18])[C:10]1[CH:15]=[CH:14][C:13]([O:16][CH3:17])=[CH:12][CH:11]=1.[C:20]([C:22]1[CH:23]=[C:24]([CH:27]=[CH:28][CH:29]=1)[CH2:25]Br)#[N:21]. (2) Given the product [C:28]([OH:36])(=[O:35])[C:29]1[CH:34]=[CH:33][CH:32]=[CH:31][CH:30]=1.[Cl:1][C:2]1[CH:3]=[CH:4][C:5]([C@@H:8]([C:22]2[CH:27]=[CH:26][CH:25]=[CH:24][N:23]=2)[O:9][CH:10]2[CH2:15][CH2:14][N:13]([CH2:16][CH2:17][CH2:18][C:19]([OH:21])=[O:20])[CH2:12][CH2:11]2)=[CH:6][CH:7]=1, predict the reactants needed to synthesize it. The reactants are: [Cl:1][C:2]1[CH:7]=[CH:6][C:5]([C@@H:8]([C:22]2[CH:27]=[CH:26][CH:25]=[CH:24][N:23]=2)[O:9][CH:10]2[CH2:15][CH2:14][N:13]([CH2:16][CH2:17][CH2:18][C:19]([OH:21])=[O:20])[CH2:12][CH2:11]2)=[CH:4][CH:3]=1.[C:28]([OH:36])(=[O:35])[C:29]1[CH:34]=[CH:33][CH:32]=[CH:31][CH:30]=1. (3) Given the product [CH3:1][O:2][C:3]1[C:4]([C:12]2[NH:13][NH:14][N:15]([CH3:17])[CH:16]=2)=[CH:5][CH:6]=[CH:7][C:8]=1[NH2:9], predict the reactants needed to synthesize it. The reactants are: [CH3:1][O:2][C:3]1[C:8]([N+:9]([O-])=O)=[CH:7][CH:6]=[CH:5][C:4]=1[C:12]1[NH:13][NH:14][N:15]([CH3:17])[CH:16]=1.[Cl-].[NH4+].